This data is from Forward reaction prediction with 1.9M reactions from USPTO patents (1976-2016). The task is: Predict the product of the given reaction. (1) The product is: [CH:25]1([NH:24][C:22](=[O:23])[C:21]2[CH:28]=[C:29]([F:32])[C:30]([CH3:31])=[C:19]([C:16]3[CH:17]=[C:18]4[C:13](=[CH:14][CH:15]=3)[C:12](=[O:33])[N:11]([CH2:34][CH:35]3[CH2:36][CH2:37]3)[CH:10]=[C:9]4[CH2:8][N:5]3[CH2:6][CH2:7][CH:2]([NH:1][CH:39]([CH3:41])[CH3:38])[CH2:3][CH2:4]3)[CH:20]=2)[CH2:26][CH2:27]1. Given the reactants [NH2:1][CH:2]1[CH2:7][CH2:6][N:5]([CH2:8][C:9]2[C:18]3[C:13](=[CH:14][CH:15]=[C:16]([C:19]4[CH:20]=[C:21]([CH:28]=[C:29]([F:32])[C:30]=4[CH3:31])[C:22]([NH:24][CH:25]4[CH2:27][CH2:26]4)=[O:23])[CH:17]=3)[C:12](=[O:33])[N:11]([CH2:34][CH:35]3[CH2:37][CH2:36]3)[CH:10]=2)[CH2:4][CH2:3]1.[CH3:38][C:39]([CH3:41])=O.C(O[BH-](OC(=O)C)OC(=O)C)(=O)C.[Na+], predict the reaction product. (2) Given the reactants [C:1]([C:3]([CH3:26])([CH3:25])[C:4]1[CH:5]=[C:6]([CH:20]=[C:21]([O:23]C)[CH:22]=1)[C:7]([NH:9][C:10]1[CH:15]=[CH:14][C:13]([CH3:16])=[C:12]([N+:17]([O-:19])=[O:18])[CH:11]=1)=[O:8])#[N:2].[OH-].[Na+], predict the reaction product. The product is: [C:1]([C:3]([CH3:26])([CH3:25])[C:4]1[CH:5]=[C:6]([CH:20]=[C:21]([OH:23])[CH:22]=1)[C:7]([NH:9][C:10]1[CH:15]=[CH:14][C:13]([CH3:16])=[C:12]([N+:17]([O-:19])=[O:18])[CH:11]=1)=[O:8])#[N:2]. (3) Given the reactants C([N:8]1[CH2:12][CH2:11][C@H:10]([O:13][C:14]2[CH:15]=[C:16]3[C:20](=[CH:21][CH:22]=2)[NH:19][C:18]([C:23]([N:25]2[CH2:30][CH2:29][O:28][CH2:27][CH2:26]2)=[O:24])=[CH:17]3)[CH2:9]1)C1C=CC=CC=1, predict the reaction product. The product is: [N:25]1([C:23]([C:18]2[NH:19][C:20]3[C:16]([CH:17]=2)=[CH:15][C:14]([O:13][C@H:10]2[CH2:11][CH2:12][NH:8][CH2:9]2)=[CH:22][CH:21]=3)=[O:24])[CH2:26][CH2:27][O:28][CH2:29][CH2:30]1. (4) Given the reactants [CH3:1][C:2]([CH3:32])([O:4][C:5]([NH:7][C@@H:8]([CH2:13][CH2:14][CH2:15][CH:16]1[CH2:21][CH2:20][N:19]([C:22]([O:24][CH2:25][C:26]2[CH:31]=[CH:30][CH:29]=[CH:28][CH:27]=2)=[O:23])[CH2:18][CH2:17]1)[C:9]([O:11]C)=[O:10])=[O:6])[CH3:3].O.[OH-].[Li+], predict the reaction product. The product is: [CH3:3][C:2]([CH3:32])([O:4][C:5]([NH:7][C@@H:8]([CH2:13][CH2:14][CH2:15][CH:16]1[CH2:21][CH2:20][N:19]([C:22]([O:24][CH2:25][C:26]2[CH:27]=[CH:28][CH:29]=[CH:30][CH:31]=2)=[O:23])[CH2:18][CH2:17]1)[C:9]([OH:11])=[O:10])=[O:6])[CH3:1]. (5) Given the reactants [Li+].C[Si]([N-][Si](C)(C)C)(C)C.[P:11]([O-:18])([O:15][CH2:16][CH3:17])[O:12][CH2:13][CH3:14].Cl[CH2:20][C:21]1[O:25][N:24]=[C:23]([CH3:26])[N:22]=1, predict the reaction product. The product is: [CH3:26][C:23]1[N:22]=[C:21]([CH2:20][P:11](=[O:18])([O:15][CH2:16][CH3:17])[O:12][CH2:13][CH3:14])[O:25][N:24]=1. (6) Given the reactants [F:1][C:2]1[CH:3]=[C:4]([C:8]2[C:9]([O:23][CH3:24])=[C:10]([C:19]([O:21][CH3:22])=[O:20])[C:11]3[N:12]=[CH:13][C:14](=[O:18])[NH:15][C:16]=3[CH:17]=2)[CH:5]=[CH:6][CH:7]=1.C(N(CC)CC)C.[S:32](O[S:32]([C:35]([F:38])([F:37])[F:36])(=[O:34])=[O:33])([C:35]([F:38])([F:37])[F:36])(=[O:34])=[O:33], predict the reaction product. The product is: [F:1][C:2]1[CH:3]=[C:4]([C:8]2[C:9]([O:23][CH3:24])=[C:10]([C:19]([O:21][CH3:22])=[O:20])[C:11]3[N:12]=[CH:13][C:14]([O:18][S:32]([C:35]([F:38])([F:37])[F:36])(=[O:34])=[O:33])=[N:15][C:16]=3[CH:17]=2)[CH:5]=[CH:6][CH:7]=1. (7) The product is: [C:1]([C:5]1[CH:6]=[CH:7][C:8]([S:20]([NH:23][C:27]2[CH:31]=[CH:30][S:29][C:28]=2[C:32]([O:34][CH3:35])=[O:33])(=[O:21])=[O:22])=[C:9]([C:11]2[CH:12]=[CH:13][C:14]([N:17]([CH3:18])[CH3:19])=[CH:15][CH:16]=2)[CH:10]=1)([CH3:4])([CH3:2])[CH3:3]. Given the reactants [C:1]([C:5]1[CH:6]=[CH:7][C:8]([S:20]([N:23]([C:27]2[CH:31]=[CH:30][S:29][C:28]=2[C:32]([O:34][CH3:35])=[O:33])COC)(=[O:22])=[O:21])=[C:9]([C:11]2[CH:16]=[CH:15][C:14]([N:17]([CH3:19])[CH3:18])=[CH:13][CH:12]=2)[CH:10]=1)([CH3:4])([CH3:3])[CH3:2].Cl, predict the reaction product. (8) Given the reactants O.[OH-].[Li+].Cl.[CH3:5][O:6][C:7](=[O:11])[CH2:8][CH2:9][NH2:10].Br[CH2:13][C:14]1[CH:19]=[C:18]([Cl:20])[CH:17]=[CH:16][C:15]=1[N+:21]([O-:23])=[O:22], predict the reaction product. The product is: [CH3:5][O:6][C:7](=[O:11])[CH2:8][CH2:9][NH:10][CH2:13][C:14]1[CH:19]=[C:18]([Cl:20])[CH:17]=[CH:16][C:15]=1[N+:21]([O-:23])=[O:22].